From a dataset of Peptide-MHC class II binding affinity with 134,281 pairs from IEDB. Regression. Given a peptide amino acid sequence and an MHC pseudo amino acid sequence, predict their binding affinity value. This is MHC class II binding data. (1) The peptide sequence is AAFQAAHARFVAAAA. The MHC is DRB1_0404 with pseudo-sequence DRB1_0404. The binding affinity (normalized) is 0.481. (2) The peptide sequence is GGIVNAQNAQLSNCS. The MHC is DRB1_0405 with pseudo-sequence DRB1_0405. The binding affinity (normalized) is 0.405. (3) The peptide sequence is AATGAATAATGGYKV. The MHC is DRB3_0101 with pseudo-sequence DRB3_0101. The binding affinity (normalized) is 0. (4) The peptide sequence is KTLGVNMVRRGVRSL. The MHC is HLA-DQA10201-DQB10301 with pseudo-sequence HLA-DQA10201-DQB10301. The binding affinity (normalized) is 0.326. (5) The peptide sequence is FEAAFNDAIKASTGG. The MHC is HLA-DQA10201-DQB10202 with pseudo-sequence HLA-DQA10201-DQB10202. The binding affinity (normalized) is 0.0605.